Dataset: Full USPTO retrosynthesis dataset with 1.9M reactions from patents (1976-2016). Task: Predict the reactants needed to synthesize the given product. (1) Given the product [OH:2][CH2:1][C:3]1[C:4]([N:28]2[CH:40]=[CH:39][N:31]3[C:32]4[CH2:33][CH2:34][CH2:35][CH2:36][C:37]=4[CH:38]=[C:30]3[C:29]2=[O:41])=[N:5][CH:6]=[CH:7][C:8]=1[C:9]1[CH:14]=[C:13]([NH:15][C:16]2[CH:25]=[C:19]3[CH2:20][N:21]([CH3:24])[CH2:22][CH2:23][N:18]3[N:17]=2)[C:12](=[O:26])[N:11]([CH3:27])[CH:10]=1, predict the reactants needed to synthesize it. The reactants are: [CH:1]([C:3]1[C:4]([N:28]2[CH:40]=[CH:39][N:31]3[C:32]4[CH2:33][CH2:34][CH2:35][CH2:36][C:37]=4[CH:38]=[C:30]3[C:29]2=[O:41])=[N:5][CH:6]=[CH:7][C:8]=1[C:9]1[CH:14]=[C:13]([NH:15][C:16]2[CH:25]=[C:19]3[CH2:20][N:21]([CH3:24])[CH2:22][CH2:23][N:18]3[N:17]=2)[C:12](=[O:26])[N:11]([CH3:27])[CH:10]=1)=[O:2].[BH4-].[Na+]. (2) Given the product [O:26]=[S:22]1(=[O:25])[CH2:23][CH2:24][N:19]2[CH2:18][CH2:17][CH2:16][C@@H:15]([C:12]3[CH:13]=[CH:14][C:9]([OH:8])=[CH:10][CH:11]=3)[C:20]2=[N:21]1, predict the reactants needed to synthesize it. The reactants are: [Si]([O:8][C:9]1[CH:14]=[CH:13][C:12]([C@H:15]2[C:20]3=[N:21][S:22](=[O:26])(=[O:25])[CH2:23][CH2:24][N:19]3[CH2:18][CH2:17][CH2:16]2)=[CH:11][CH:10]=1)(C(C)(C)C)(C)C.Cl. (3) The reactants are: [F:1][C:2]1[CH:3]=[C:4]([CH2:8][CH:9]([NH:15][C:16](=[O:34])[C:17]2[CH:22]=[CH:21][CH:20]=[N:19][C:18]=2[N:23]2[CH:27]=[CH:26][C:25]([C:28]3[CH:33]=[CH:32][CH:31]=[CH:30][CH:29]=3)=[N:24]2)[CH:10]([OH:14])[C:11]([OH:13])=O)[CH:5]=[CH:6][CH:7]=1.[CH:35]1([NH2:38])[CH2:37][CH2:36]1. Given the product [CH:35]1([NH:38][C:11](=[O:13])[CH:10]([OH:14])[CH:9]([NH:15][C:16](=[O:34])[C:17]2[CH:22]=[CH:21][CH:20]=[N:19][C:18]=2[N:23]2[CH:27]=[CH:26][C:25]([C:28]3[CH:29]=[CH:30][CH:31]=[CH:32][CH:33]=3)=[N:24]2)[CH2:8][C:4]2[CH:5]=[CH:6][CH:7]=[C:2]([F:1])[CH:3]=2)[CH2:37][CH2:36]1, predict the reactants needed to synthesize it. (4) The reactants are: [CH2:1]([O:8][C:9](=[O:17])[N:10]([CH2:14][CH:15]=O)[CH2:11][CH:12]=O)[C:2]1[CH:7]=[CH:6][CH:5]=[CH:4][CH:3]=1.[CH3:18][C:19]1([NH2:22])[CH2:21][CH2:20]1.C(O[BH-](OC(=O)C)OC(=O)C)(=O)C.[Na+].C(=O)([O-])O.[Na+]. Given the product [CH2:1]([O:8][C:9]([N:10]1[CH2:14][CH2:15][N:22]([C:19]2([CH3:18])[CH2:21][CH2:20]2)[CH2:12][CH2:11]1)=[O:17])[C:2]1[CH:7]=[CH:6][CH:5]=[CH:4][CH:3]=1, predict the reactants needed to synthesize it. (5) The reactants are: C1(C)C=CC=CC=1.O=P(Cl)(Cl)[Cl:10].[C:13]1([CH3:26])[CH:18]=[CH:17][C:16]([C:19]2[CH:24]=[N:23][CH:22]=[CH:21][N+:20]=2[O-])=[CH:15][CH:14]=1. Given the product [Cl:10][C:21]1[CH:22]=[N:23][CH:24]=[C:19]([C:16]2[CH:17]=[CH:18][C:13]([CH3:26])=[CH:14][CH:15]=2)[N:20]=1, predict the reactants needed to synthesize it. (6) Given the product [ClH:11].[S:1]1[CH:5]=[CH:4][CH:3]=[C:2]1[C:6]([NH:8][C:9]([NH:24][C:23]1[CH:22]=[CH:21][C:20]([O:19][CH2:12][C:13]2[CH:14]=[CH:15][CH:16]=[CH:17][CH:18]=2)=[CH:26][CH:25]=1)=[NH:10])=[O:7], predict the reactants needed to synthesize it. The reactants are: [S:1]1[CH:5]=[CH:4][CH:3]=[C:2]1[C:6]([NH:8][C:9]#[N:10])=[O:7].[ClH:11].[CH2:12]([O:19][C:20]1[CH:26]=[CH:25][C:23]([NH2:24])=[CH:22][CH:21]=1)[C:13]1[CH:18]=[CH:17][CH:16]=[CH:15][CH:14]=1. (7) Given the product [CH2:22]([O:21][C:19](=[O:20])[CH:18]([N:6]1[C:2]([CH3:1])=[N:3][C:4]([C:7]([F:10])([F:9])[F:8])=[N:5]1)[C:24](=[O:26])[CH3:25])[CH3:23], predict the reactants needed to synthesize it. The reactants are: [CH3:1][C:2]1[NH:6][N:5]=[C:4]([C:7]([F:10])([F:9])[F:8])[N:3]=1.C([O-])([O-])=O.[K+].[K+].Cl[CH:18]([C:24](=[O:26])[CH3:25])[C:19]([O:21][CH2:22][CH3:23])=[O:20].